Dataset: Forward reaction prediction with 1.9M reactions from USPTO patents (1976-2016). Task: Predict the product of the given reaction. (1) Given the reactants Br.Br[CH2:3][C:4]1[CH:9]=[CH:8][CH:7]=[CH:6][N:5]=1.[CH3:10][C:11]1[N:16]=[C:15]([SH:17])[N:14]=[C:13]([OH:18])[CH:12]=1, predict the reaction product. The product is: [CH3:10][C:11]1[N:16]=[C:15]([S:17][CH2:3][C:4]2[CH:9]=[CH:8][CH:7]=[CH:6][N:5]=2)[N:14]=[C:13]([OH:18])[CH:12]=1. (2) Given the reactants C(O)=O.[C:4]([C:6]1[CH:7]=[C:8]([C:16]2[O:20][N:19]=[C:18]([C:21]3[CH:30]=[CH:29][CH:28]=[C:27]4[C:22]=3[CH2:23][CH2:24][N:25]([CH2:31][CH2:32][C:33]([O:35]C)=[O:34])[CH2:26]4)[N:17]=2)[CH:9]=[CH:10][C:11]=1[O:12][CH:13]([CH3:15])[CH3:14])#[N:5].[Li+].[OH-].Cl.C(Cl)[Cl:41], predict the reaction product. The product is: [ClH:41].[C:4]([C:6]1[CH:7]=[C:8]([C:16]2[O:20][N:19]=[C:18]([C:21]3[CH:30]=[CH:29][CH:28]=[C:27]4[C:22]=3[CH2:23][CH2:24][N:25]([CH2:31][CH2:32][C:33]([OH:35])=[O:34])[CH2:26]4)[N:17]=2)[CH:9]=[CH:10][C:11]=1[O:12][CH:13]([CH3:15])[CH3:14])#[N:5]. (3) Given the reactants C(OC(=O)[NH:7][CH:8]1[CH2:16][C:15]2[N:14]=[CH:13][CH:12]=[CH:11][C:10]=2[CH2:9]1)(C)(C)C, predict the reaction product. The product is: [N:14]1[C:15]2[CH2:16][CH:8]([NH2:7])[CH2:9][C:10]=2[CH:11]=[CH:12][CH:13]=1. (4) Given the reactants Cl.Cl.Cl.[S:4]1[C:8]2[CH:9]=[C:10]([NH:13][C:14]3[C:15]4[CH:22]=[C:21]([C:23]5[CH2:24][CH2:25][NH:26][CH2:27][CH:28]=5)[NH:20][C:16]=4[N:17]=[CH:18][N:19]=3)[CH:11]=[CH:12][C:7]=2[N:6]=[CH:5]1.C(N(CC)C(C)C)(C)C.[OH:38][CH2:39][C:40]1([C:43](O)=[O:44])[CH2:42][CH2:41]1.F[B-](F)(F)F.N1(OC(N(C)C)=[N+](C)C)C2C=CC=CC=2N=N1, predict the reaction product. The product is: [S:4]1[C:8]2[CH:9]=[C:10]([NH:13][C:14]3[C:15]4[CH:22]=[C:21]([C:23]5[CH2:24][CH2:25][N:26]([C:39]([C:40]6([CH2:43][OH:44])[CH2:42][CH2:41]6)=[O:38])[CH2:27][CH:28]=5)[NH:20][C:16]=4[N:17]=[CH:18][N:19]=3)[CH:11]=[CH:12][C:7]=2[N:6]=[CH:5]1.